From a dataset of Forward reaction prediction with 1.9M reactions from USPTO patents (1976-2016). Predict the product of the given reaction. (1) Given the reactants FC(F)(F)S([O:6][CH2:7][C:8]([F:11])([F:10])[F:9])(=O)=O.[CH3:14][C:15]1[NH:20][C:19](=O)[C:18]([N+:22]([O-:24])=[O:23])=[C:17]([N:25]2[CH2:30][CH2:29][CH:28]([C:31]3[CH:36]=[CH:35][CH:34]=[CH:33][CH:32]=3)[CH2:27][CH2:26]2)[N:16]=1.C(=O)([O-])[O-].[Na+].[Na+].C(=O)([O-])[O-].[K+].[K+], predict the reaction product. The product is: [CH3:14][C:15]1[N:16]=[C:17]([N:25]2[CH2:30][CH2:29][CH:28]([C:31]3[CH:32]=[CH:33][CH:34]=[CH:35][CH:36]=3)[CH2:27][CH2:26]2)[C:18]([N+:22]([O-:24])=[O:23])=[C:19]([O:6][CH2:7][C:8]([F:11])([F:10])[F:9])[N:20]=1. (2) Given the reactants [C:1]([O:5][C:6]([NH:8][C:9]1[CH:26]=[CH:25][C:24]([O:27][C:28]([F:31])([F:30])[F:29])=[CH:23][C:10]=1[C:11]([NH:13][CH2:14][C:15]([NH:17][C@@H:18]1[CH2:22][CH2:21][NH:20][CH2:19]1)=[O:16])=[O:12])=[O:7])([CH3:4])([CH3:3])[CH3:2].[CH3:32][C:33]1[CH:38]=[CH:37][C:36]2[C:39]([CH2:42]N(C)C)=[CH:40][NH:41][C:35]=2[CH:34]=1, predict the reaction product. The product is: [C:1]([O:5][C:6]([NH:8][C:9]1[CH:26]=[CH:25][C:24]([O:27][C:28]([F:31])([F:29])[F:30])=[CH:23][C:10]=1[C:11]([NH:13][CH2:14][C:15]([NH:17][C@@H:18]1[CH2:22][CH2:21][N:20]([CH2:42][C:39]2[C:36]3[C:35](=[CH:34][C:33]([CH3:32])=[CH:38][CH:37]=3)[NH:41][CH:40]=2)[CH2:19]1)=[O:16])=[O:12])=[O:7])([CH3:4])([CH3:2])[CH3:3]. (3) Given the reactants [NH2:1][C:2]1[CH:11]=[CH:10][CH:9]=[CH:8][C:3]=1[C:4]([O:6][CH3:7])=[O:5].CCN(CC)CC.[CH3:19][O:20][C:21]1[CH:22]=[C:23]2[C:28](=[CH:29][C:30]=1[O:31][CH3:32])[CH:27]=[C:26]([C:33](Cl)=[O:34])[CH2:25][CH2:24]2, predict the reaction product. The product is: [CH3:32][O:31][C:30]1[CH:29]=[C:28]2[C:23](=[CH:22][C:21]=1[O:20][CH3:19])[CH2:24][CH2:25][C:26]([C:33]([NH:1][C:2]1[CH:11]=[CH:10][CH:9]=[CH:8][C:3]=1[C:4]([O:6][CH3:7])=[O:5])=[O:34])=[CH:27]2. (4) The product is: [C:1]([O:4][CH2:5][CH:6]1[CH2:10][CH2:9][N:8]([C:11]2[C:16](/[CH:17]=[C:18](\[CH3:38])/[C:19]([NH:21][C:22]3[CH:23]=[CH:24][C:25]([S:28]([CH2:29][C:30]4[N:34]([CH2:35][CH2:36][CH3:37])[CH:33]=[N:32][N:31]=4)=[O:61])=[CH:26][CH:27]=3)=[O:20])=[CH:15][C:14]([C:39]3[CH:44]=[CH:43][C:42]([O:45][CH2:46][CH2:47][O:48][CH2:49][CH2:50][CH2:51][CH3:52])=[CH:41][CH:40]=3)=[CH:13][N:12]=2)[CH2:7]1)(=[O:3])[CH3:2]. Given the reactants [C:1]([O:4][CH2:5][CH:6]1[CH2:10][CH2:9][N:8]([C:11]2[C:16](/[CH:17]=[C:18](\[CH3:38])/[C:19]([NH:21][C:22]3[CH:27]=[CH:26][C:25]([S:28][CH2:29][C:30]4[N:34]([CH2:35][CH2:36][CH3:37])[CH:33]=[N:32][N:31]=4)=[CH:24][CH:23]=3)=[O:20])=[CH:15][C:14]([C:39]3[CH:44]=[CH:43][C:42]([O:45][CH2:46][CH2:47][O:48][CH2:49][CH2:50][CH2:51][CH3:52])=[CH:41][CH:40]=3)=[CH:13][N:12]=2)[CH2:7]1)(=[O:3])[CH3:2].ClC1C=CC=C(C(OO)=[O:61])C=1, predict the reaction product. (5) Given the reactants CO[C:3]([C:5]1[N:6]=[C:7]([C:24]#[N:25])[C:8]2[C:9](=[O:23])[N:10]([CH2:16][C:17]3[CH:22]=[CH:21][CH:20]=[CH:19][CH:18]=3)[CH:11]=[CH:12][C:13]=2[C:14]=1[OH:15])=[O:4].[NH2:26][C@H:27]([C:29]([OH:31])=[O:30])[CH3:28].C[O-].[Na+], predict the reaction product. The product is: [CH2:16]([N:10]1[C:9](=[O:23])[C:8]2[C:7]([C:24]#[N:25])=[N:6][C:5]([C:3]([NH:26][C@@H:27]([CH3:28])[C:29]([OH:31])=[O:30])=[O:4])=[C:14]([OH:15])[C:13]=2[CH:12]=[CH:11]1)[C:17]1[CH:18]=[CH:19][CH:20]=[CH:21][CH:22]=1. (6) The product is: [CH3:40][CH:38]([C:14]1[O:13][N:12]=[C:11]([CH2:10][S:46][C:42]2[S:41][CH:45]=[CH:44][N:43]=2)[C:15]=1[CH2:16][O:17][C:18]1[CH:19]=[C:20]2[C:24](=[CH:25][CH:26]=1)[N:23]([CH2:27][C:28]1[CH:29]=[C:30]([CH:35]=[CH:36][CH:37]=1)[C:31]([O:33][CH3:34])=[O:32])[CH:22]=[CH:21]2)[CH3:39]. Given the reactants CC1C=CC=C(C)C=1O[CH2:10][C:11]1[C:15]([CH2:16][O:17][C:18]2[CH:19]=[C:20]3[C:24](=[CH:25][CH:26]=2)[N:23]([CH2:27][C:28]2[CH:29]=[C:30]([CH:35]=[CH:36][CH:37]=2)[C:31]([O:33][CH3:34])=[O:32])[CH:22]=[CH:21]3)=[C:14]([CH:38]([CH3:40])[CH3:39])[O:13][N:12]=1.[S:41]1[CH:45]=[CH:44][NH:43][C:42]1=[S:46], predict the reaction product. (7) The product is: [CH2:36]([C@:8]1([CH2:1][C:2]2[CH:7]=[CH:6][CH:5]=[CH:4][CH:3]=2)[C:12](=[O:13])[O:11][C@@H:10]([C:14]([CH3:17])([CH3:16])[CH3:15])[N:9]1[C:18]([O:20][CH2:21][CH:22]=[CH2:23])=[O:19])[CH:35]=[CH2:34]. Given the reactants [CH2:1]([C@H:8]1[C:12](=[O:13])[O:11][C@@H:10]([C:14]([CH3:17])([CH3:16])[CH3:15])[N:9]1[C:18]([O:20][CH2:21][CH:22]=[CH2:23])=[O:19])[C:2]1[CH:7]=[CH:6][CH:5]=[CH:4][CH:3]=1.C[Si]([N-][Si](C)(C)C)(C)C.[K+].[CH2:34](Br)[CH:35]=[CH2:36].[Cl-].[NH4+], predict the reaction product.